Dataset: Full USPTO retrosynthesis dataset with 1.9M reactions from patents (1976-2016). Task: Predict the reactants needed to synthesize the given product. The reactants are: Br[C:2]1[C:3]2[N:4]([N:8]=[C:9]([NH:11][C:12]3[CH:17]=[CH:16][C:15]([O:18][CH3:19])=[CH:14][CH:13]=3)[N:10]=2)[CH:5]=[CH:6][CH:7]=1.[CH3:20][S:21]([C:24]1[CH:29]=[CH:28][C:27]([NH2:30])=[CH:26][CH:25]=1)(=[O:23])=[O:22]. Given the product [CH3:20][S:21]([C:24]1[CH:29]=[CH:28][C:27]([NH:30][C:2]2[C:3]3[N:4]([N:8]=[C:9]([NH:11][C:12]4[CH:17]=[CH:16][C:15]([O:18][CH3:19])=[CH:14][CH:13]=4)[N:10]=3)[CH:5]=[CH:6][CH:7]=2)=[CH:26][CH:25]=1)(=[O:22])=[O:23], predict the reactants needed to synthesize it.